Dataset: Catalyst prediction with 721,799 reactions and 888 catalyst types from USPTO. Task: Predict which catalyst facilitates the given reaction. (1) Reactant: [F:1][C:2]1[C:10]2[N:9]=[C:8]([O:11][C@H:12]3[CH2:16][O:15][CH:14]4[C@@H:17]([OH:20])[CH2:18][O:19][CH:13]34)[NH:7][C:6]=2[CH:5]=[C:4]([F:21])[C:3]=1[C:22]1[CH:27]=[CH:26][C:25]([C:28]2[CH:33]=[CH:32][C:31]([C:34](O)=[O:35])=[CH:30][CH:29]=2)=[CH:24][CH:23]=1.[CH3:37][C:38]1([OH:42])[CH2:41][NH:40][CH2:39]1.CN(C(ON1N=NC2C=CC=NC1=2)=[N+](C)C)C.F[P-](F)(F)(F)(F)F. Product: [F:1][C:2]1[C:10]2[N:9]=[C:8]([O:11][C@H:12]3[CH2:16][O:15][CH:14]4[C@@H:17]([OH:20])[CH2:18][O:19][CH:13]34)[NH:7][C:6]=2[CH:5]=[C:4]([F:21])[C:3]=1[C:22]1[CH:23]=[CH:24][C:25]([C:28]2[CH:33]=[CH:32][C:31]([C:34]([N:40]3[CH2:41][C:38]([OH:42])([CH3:37])[CH2:39]3)=[O:35])=[CH:30][CH:29]=2)=[CH:26][CH:27]=1. The catalyst class is: 3. (2) Reactant: Br[C:2]1[CH:16]=[CH:15][C:5]([N:6]([CH2:11][CH2:12][CH2:13][CH3:14])[CH2:7][CH2:8][CH2:9][CH3:10])=[CH:4][CH:3]=1.C([Li])(C)(C)C.CN(C)[CH:24]=[CH:25][CH:26]=[O:27]. Product: [CH2:7]([N:6]([C:5]1[CH:15]=[CH:16][CH:2]=[CH:3][C:4]=1[CH:24]=[CH:25][CH:26]=[O:27])[CH2:11][CH2:12][CH2:13][CH3:14])[CH2:8][CH2:9][CH3:10]. The catalyst class is: 1. (3) Reactant: [H-].[Na+].C[O:4]CBr.[Br:7][C:8]1[CH:36]=[CH:35][C:34]([F:37])=[CH:33][C:9]=1[O:10][CH:11]1[CH2:16][CH2:15][N:14]([C:17]2[S:18][C:19]3[C:24](=[O:25])[NH:23][C:22]([CH2:26][CH2:27][C:28]([O:30]C)=[O:29])=[N:21][C:20]=3[N:32]=2)[CH2:13][CH2:12]1. Product: [Br:7][C:8]1[CH:36]=[CH:35][C:34]([F:37])=[CH:33][C:9]=1[O:10][CH:11]1[CH2:16][CH2:15][N:14]([C:17]2[S:18][C:19]3[C:24](=[O:25])[NH:23][C:22]([CH2:26][CH:27]([OH:4])[C:28]([OH:30])=[O:29])=[N:21][C:20]=3[N:32]=2)[CH2:13][CH2:12]1. The catalyst class is: 1.